Dataset: Peptide-MHC class I binding affinity with 185,985 pairs from IEDB/IMGT. Task: Regression. Given a peptide amino acid sequence and an MHC pseudo amino acid sequence, predict their binding affinity value. This is MHC class I binding data. The peptide sequence is HLPELIWRS. The MHC is HLA-A30:01 with pseudo-sequence HLA-A30:01. The binding affinity (normalized) is 0.0847.